From a dataset of Reaction yield outcomes from USPTO patents with 853,638 reactions. Predict the reaction yield, written as a fraction of the theoretical maximum amount of product (1.0 means a 100% yield; for example, 0.34 means a 34% yield). The reactants are [Cl:1][C:2]1[N:7]=[C:6]([Cl:8])[C:5]([F:9])=[C:4]([NH:10][NH2:11])[N:3]=1.[CH:12]1([CH2:17][C@H:18]([CH2:22][N:23]([CH:32]=[O:33])[O:24][CH2:25][C:26]2[CH:31]=[CH:30][CH:29]=[CH:28][CH:27]=2)[C:19](O)=[O:20])[CH2:16][CH2:15][CH2:14][CH2:13]1.C1C=NC2N(O)N=NC=2C=1.CN1CCOCC1.C(Cl)CCl. The catalyst is CN(C=O)C. The product is [CH:12]1([CH2:17][C@@H:18]([C:19]([NH:11][NH:10][C:4]2[C:5]([F:9])=[C:6]([Cl:8])[N:7]=[C:2]([Cl:1])[N:3]=2)=[O:20])[CH2:22][N:23]([O:24][CH2:25][C:26]2[CH:31]=[CH:30][CH:29]=[CH:28][CH:27]=2)[CH:32]=[O:33])[CH2:16][CH2:15][CH2:14][CH2:13]1. The yield is 0.500.